This data is from Full USPTO retrosynthesis dataset with 1.9M reactions from patents (1976-2016). The task is: Predict the reactants needed to synthesize the given product. (1) Given the product [CH2:23]([N:30]1[C:40]([CH3:42])([CH3:41])[CH2:39][O:38][C:32]2([CH2:33][CH2:34][N:35]([C:9]([C:8]3[CH:12]=[CH:13][C:5]([O:4][CH:1]([CH3:2])[CH3:3])=[C:6]([CH3:14])[CH:7]=3)=[O:11])[CH2:36][CH2:37]2)[CH2:31]1)[C:24]1[CH:29]=[CH:28][CH:27]=[CH:26][CH:25]=1, predict the reactants needed to synthesize it. The reactants are: [CH:1]([O:4][C:5]1[CH:13]=[CH:12][C:8]([C:9]([OH:11])=O)=[CH:7][C:6]=1[CH3:14])([CH3:3])[CH3:2].C(N(CC)CC)C.Cl.[CH2:23]([N:30]1[C:40]([CH3:42])([CH3:41])[CH2:39][O:38][C:32]2([CH2:37][CH2:36][NH:35][CH2:34][CH2:33]2)[CH2:31]1)[C:24]1[CH:29]=[CH:28][CH:27]=[CH:26][CH:25]=1. (2) Given the product [F:1][C:2]1[CH:7]=[C:6]2[C:5]([CH2:8][CH2:9][C:10]2=[O:12])=[C:4]([CH3:13])[CH:3]=1, predict the reactants needed to synthesize it. The reactants are: [F:1][C:2]1[CH:7]=[CH:6][C:5]([CH2:8][CH2:9][C:10]([OH:12])=O)=[C:4]([CH3:13])[CH:3]=1.C(Cl)(=O)C(Cl)=O.[Al+3].[Cl-].[Cl-].[Cl-]. (3) Given the product [F:20][C:12]([F:21])([C:13]1[CH:18]=[CH:17][C:16]([F:19])=[CH:15][N:14]=1)[C:4]1[N:3]=[C:2]([NH:69][C:66]2[N:67]=[CH:68][NH:64][N:65]=2)[C:11]2[C:6](=[CH:7][CH:8]=[CH:9][CH:10]=2)[N:5]=1, predict the reactants needed to synthesize it. The reactants are: Cl[C:2]1[C:11]2[C:6](=[CH:7][CH:8]=[CH:9][CH:10]=2)[N:5]=[C:4]([C:12]([F:21])([F:20])[C:13]2[CH:18]=[CH:17][C:16]([F:19])=[CH:15][N:14]=2)[N:3]=1.C1(P(C2C=CC=CC=2)C2C3OC4C(=CC=CC=4P(C4C=CC=CC=4)C4C=CC=CC=4)C(C)(C)C=3C=CC=2)C=CC=CC=1.[NH:64]1[CH:68]=[N:67][C:66]([NH2:69])=[N:65]1.C([O-])([O-])=O.[Na+].[Na+]. (4) Given the product [F:41][C:34]1[CH:35]=[C:36]([CH:39]=[CH:40][C:33]=1[CH3:32])[CH2:37][NH:38][C:20]([C:18]1[N:19]=[C:9]2[C@H:8]([N:7]([CH3:30])[C:5](=[O:6])[C:4]([N:2]([CH3:3])[CH3:1])=[O:31])[CH2:14][CH2:13][CH2:12][C@@H:11]([CH3:15])[N:10]2[C:16](=[O:29])[C:17]=1[OH:24])=[O:21], predict the reactants needed to synthesize it. The reactants are: [CH3:1][N:2]([C:4](=[O:31])[C:5]([N:7]([CH3:30])[C@@H:8]1[CH2:14][CH2:13][CH2:12][C@@H:11]([CH3:15])[N:10]2[C:16](=[O:29])[C:17]([O:24]S(C)(=O)=O)=[C:18]([C:20](OC)=[O:21])[N:19]=[C:9]12)=[O:6])[CH3:3].[CH3:32][C:33]1[CH:40]=[CH:39][C:36]([CH2:37][NH2:38])=[CH:35][C:34]=1[F:41]. (5) Given the product [F:1][C:2]1[CH:3]=[C:4]([C@:8]23[CH2:24][CH2:23][C:18]4([O:22][CH2:21][CH2:20][O:19]4)[C@@H:17]([CH3:25])[C@@H:9]2[CH2:10][CH2:11][C:12]2[C:16]3=[N:15][N:14]([S:35]([N:34]([CH3:39])[CH3:33])(=[O:37])=[O:36])[CH:13]=2)[CH:5]=[CH:6][CH:7]=1, predict the reactants needed to synthesize it. The reactants are: [F:1][C:2]1[CH:3]=[C:4]([C@:8]23[CH2:24][CH2:23][C:18]4([O:22][CH2:21][CH2:20][O:19]4)[C@@H:17]([CH3:25])[C@@H:9]2[CH2:10][CH2:11][C:12]2[C:16]3=[N:15][NH:14][CH:13]=2)[CH:5]=[CH:6][CH:7]=1.C(N(CC)CC)C.[CH3:33][N:34]([CH3:39])[S:35](Cl)(=[O:37])=[O:36]. (6) The reactants are: [S:1]1[C:5]2[CH:6]=[CH:7][CH:8]=[CH:9][C:4]=2[N:3]=[C:2]1[C:10]([NH:12][NH2:13])=[O:11].Cl.[N:15]([O-])=O.[Na+]. Given the product [S:1]1[C:5]2[CH:6]=[CH:7][CH:8]=[CH:9][C:4]=2[N:3]=[C:2]1[C:10]([N:12]=[N+:13]=[N-:15])=[O:11], predict the reactants needed to synthesize it. (7) Given the product [CH2:1]([C:8]1[C:9](=[O:11])[N:24]2[CH2:25][CH2:26][CH2:27][CH2:28][C:23]2=[N:22][C:14]=1[CH:15]([O:16][CH3:17])[O:18][CH3:19])[C:2]1[CH:3]=[CH:4][CH:5]=[CH:6][CH:7]=1, predict the reactants needed to synthesize it. The reactants are: [CH2:1]([CH:8]([C:14](=O)[CH:15]([O:18][CH3:19])[O:16][CH3:17])[C:9]([O:11]CC)=O)[C:2]1[CH:7]=[CH:6][CH:5]=[CH:4][CH:3]=1.Cl.[NH:22]=[C:23]1[CH2:28][CH2:27][CH2:26][CH2:25][NH:24]1.[O-]CC.[Na+]. (8) Given the product [ClH:60].[NH:41]1[CH:42]=[N:43][C:39]([C:36]2[CH:35]=[CH:34][C:33]([C:32]3[CH:31]=[N:30][N:27]4[CH:28]=[CH:29][C:24]([N:5]5[C@@H:4]([CH:1]([CH3:3])[CH3:2])[CH2:8][N:7]([CH2:9][CH:10]6[CH2:15][CH2:14][NH:13][CH2:12][CH2:11]6)[C:6]5=[O:23])=[N:25][C:26]=34)=[CH:38][CH:37]=2)=[N:40]1, predict the reactants needed to synthesize it. The reactants are: [CH:1]([C@H:4]1[CH2:8][N:7]([CH2:9][CH:10]2[CH2:15][CH2:14][N:13](C(OC(C)(C)C)=O)[CH2:12][CH2:11]2)[C:6](=[O:23])[N:5]1[C:24]1[CH:29]=[CH:28][N:27]2[N:30]=[CH:31][C:32]([C:33]3[CH:38]=[CH:37][C:36]([C:39]4[N:43]=[CH:42][N:41](COCC[Si](C)(C)C)[N:40]=4)=[CH:35][CH:34]=3)=[C:26]2[N:25]=1)([CH3:3])[CH3:2].CCO.C([O-])(O)=O.[Na+].[ClH:60].